This data is from Volume of distribution at steady state (VDss) regression data from Lombardo et al.. The task is: Regression/Classification. Given a drug SMILES string, predict its absorption, distribution, metabolism, or excretion properties. Task type varies by dataset: regression for continuous measurements (e.g., permeability, clearance, half-life) or binary classification for categorical outcomes (e.g., BBB penetration, CYP inhibition). For this dataset (vdss_lombardo), we predict log10(VDss) (log10 of volume of distribution in L/kg). (1) The compound is O=C([O-])CCCCO/N=C(\c1cccnc1)c1cccc(C(F)(F)F)c1. The log10(VDss) is -0.370. (2) The drug is CC(C)[NH2+]CC(O)COc1ccc(CCOCC2CC2)cc1. The log10(VDss) is 0.680. (3) The compound is O=C(NCCN1CCN=C1c1ccncc1)Nc1ccc(C(=O)O)cc1. The log10(VDss) is -0.460. (4) The compound is O=[N+]([O-])OC1COC2C(O[N+](=O)[O-])COC12. The log10(VDss) is 0.280. (5) The compound is CCC1(O)CC2CN(CCc3c([nH]c4ccccc34)C(C(=O)OC)(c3cc4c(cc3OC)N(C)C3C(O)(C(N)=O)C(O)C5(CC)C=CC[NH+]6CCC43C65)C2)C1. The log10(VDss) is 0.700. (6) The log10(VDss) is 0.710. The drug is CC(CC(c1ccccc1)c1ccccc1)[NH2+]C(C)(C)C.